This data is from Reaction yield outcomes from USPTO patents with 853,638 reactions. The task is: Predict the reaction yield, written as a fraction of the theoretical maximum amount of product (1.0 means a 100% yield; for example, 0.34 means a 34% yield). (1) The reactants are [CH3:1][N:2]1[C:6]([CH3:7])=[C:5]([C:8]([NH:10][C:11]2[CH:26]=[CH:25][C:14]([O:15][C:16]3[CH:21]=[CH:20][N:19]=[C:18](C(N)=O)[CH:17]=3)=[CH:13][CH:12]=2)=[O:9])[C:4](=[O:27])[N:3]1[C:28]1[CH:33]=[CH:32][CH:31]=[CH:30][CH:29]=1.C(O)(=O)C.C(O)(=O)C.IC1C=CC=CC=1.CCOC(C)=O.CC#[N:57].O. No catalyst specified. The product is [NH2:57][C:18]1[CH:17]=[C:16]([O:15][C:14]2[CH:25]=[CH:26][C:11]([NH:10][C:8]([C:5]3[C:4](=[O:27])[N:3]([C:28]4[CH:29]=[CH:30][CH:31]=[CH:32][CH:33]=4)[N:2]([CH3:1])[C:6]=3[CH3:7])=[O:9])=[CH:12][CH:13]=2)[CH:21]=[CH:20][N:19]=1. The yield is 0.480. (2) The reactants are C(OP([CH2:9][C:10]1[CH:15]=[C:14]([O:16][CH3:17])[C:13]([CH2:18][CH2:19][CH3:20])=[C:12]([O:21][CH3:22])[CH:11]=1)(=O)OCC)C.[CH3:23][O:24][C:25]1[CH:26]=[C:27]([CH:30]=[C:31]([O:33][CH3:34])[CH:32]=1)[CH:28]=O. No catalyst specified. The product is [CH3:17][O:16][C:14]1[CH:15]=[C:10]([CH:9]=[CH:28][C:27]2[CH:30]=[C:31]([O:33][CH3:34])[CH:32]=[C:25]([O:24][CH3:23])[CH:26]=2)[CH:11]=[C:12]([O:21][CH3:22])[C:13]=1[CH2:18][CH2:19][CH3:20]. The yield is 0.250.